From a dataset of Forward reaction prediction with 1.9M reactions from USPTO patents (1976-2016). Predict the product of the given reaction. (1) Given the reactants [C-:1]#[N:2].[Na+].[C:4]([C:8]1[CH:13]=[C:12]([C:14]([CH3:17])([CH3:16])[CH3:15])[CH:11]=[C:10]([CH:18](N(C)C)[C:19]2[CH:24]=[CH:23][CH:22]=[CH:21][CH:20]=2)[C:9]=1[OH:28])([CH3:7])([CH3:6])[CH3:5].C(OC)(C)(C)C, predict the reaction product. The product is: [NH2:2][C:1]1[O:28][C:9]2[C:8]([C:4]([CH3:6])([CH3:5])[CH3:7])=[CH:13][C:12]([C:14]([CH3:16])([CH3:15])[CH3:17])=[CH:11][C:10]=2[C:18]=1[C:19]1[CH:20]=[CH:21][CH:22]=[CH:23][CH:24]=1. (2) Given the reactants [Cl:1][C:2]1[CH:7]=[CH:6][C:5]([NH:8][C:9]([N:11]2[CH2:15][C@@H:14]([N:16]=[N+]=[N-])[CH2:13][C@@H:12]2[C:19]([NH:21][C:22]2[CH:27]=[CH:26][C:25]([N:28]3[CH2:33][CH2:32][O:31][CH2:30][C:29]3=[O:34])=[CH:24][CH:23]=2)=[O:20])=[O:10])=[CH:4][CH:3]=1.C1(P(C2C=CC=CC=2)C2C=CC=CC=2)C=CC=CC=1, predict the reaction product. The product is: [Cl:1][C:2]1[CH:7]=[CH:6][C:5]([NH:8][C:9]([N:11]2[CH2:15][C@@H:14]([NH2:16])[CH2:13][C@@H:12]2[C:19]([NH:21][C:22]2[CH:27]=[CH:26][C:25]([N:28]3[CH2:33][CH2:32][O:31][CH2:30][C:29]3=[O:34])=[CH:24][CH:23]=2)=[O:20])=[O:10])=[CH:4][CH:3]=1. (3) Given the reactants C([O:5][C:6]([C:8]1[CH:9]=[CH:10][C:11]([C:14]2[N:18]=[C:17]([C:19]3[CH:24]=[C:23]([F:25])[CH:22]=[C:21]([C:26]#[N:27])[CH:20]=3)[O:16][N:15]=2)=[N:12][CH:13]=1)=[O:7])(C)(C)C, predict the reaction product. The product is: [OH:7][C:6]([C:8]1[CH:9]=[CH:10][C:11]([C:14]2[N:18]=[C:17]([C:19]3[CH:24]=[C:23]([F:25])[CH:22]=[C:21]([C:26]#[N:27])[CH:20]=3)[O:16][N:15]=2)=[N:12][CH:13]=1)=[O:5].